This data is from Experimentally validated miRNA-target interactions with 360,000+ pairs, plus equal number of negative samples. The task is: Binary Classification. Given a miRNA mature sequence and a target amino acid sequence, predict their likelihood of interaction. (1) The miRNA is hsa-miR-6074 with sequence GAUAUUCAGAGGCUAGGUGG. The protein sequence of the target gene is MGLPGVIPALVLRGQLLLSVLWLLGPQTSRGLVITPPGPEFVLNISSTFVLTCSGSAPVMWEQMSQVPWQEAAMNQDGTFSSVLTLTNVTGGDTGEYFCVYNNSLGPELSERKRIYIFVPDPTMGFLPMDSEDLFIFVTDVTETTIPCRVTDPQLEVTLHEKKVDIPLHVPYDHQRGFTGTFEDKTYICKTTIGDREVDSDTYYVYSLQVSSINVSVNAVQTVVRQGESITIRCIVMGNDVVNFQWTYPRMKSGRLVEPVTDYLFGVPSRIGSILHIPTAELSDSGTYTCNVSVSVNDHG.... Result: 0 (no interaction). (2) The miRNA is hsa-miR-4433b-5p with sequence AUGUCCCACCCCCACUCCUGU. The protein sequence of the target gene is MAAFSEMGVMPEIAQAVEEMDWLLPTDIQAESIPLILGGGDVLMAAETGSGKTGAFSIPVIQIVYETLKDQQEGKKGKTTIKTGASVLNKWQMNPYDRGSAFAIGSDGLCCQSREVKEWHGCRATKGLMKGKHYYEVSCHDQGLCRVGWSTMQASLDLGTDKFGFGFGGTGKKSHNKQFDNYGEEFTMHDTIGCYLDIDKGHVKFSKNGKDLGLAFEIPPHMKNQALFPACVLKNAELKFNFGEEEFKFPPKDGFVALSKAPDGYIVKSQHSGNAQVTQTKFLPNAPKALIVEPSRELAE.... Result: 0 (no interaction). (3) The miRNA is mmu-miR-125b-5p with sequence UCCCUGAGACCCUAACUUGUGA. The protein sequence of the target gene is MAPPSAPLLLRAVGEAGPTRKRGRRPRALKFVDVAVYFSSEEWGCLQPAQRTLYRDVMRETYGLLGALGCAGPKPALISWLERNTDDWEPAALDPQEYRRWVTFQRKTRSKQKTEEKDVFPPKEAPRKGKRGRKPSKPRLIPRQTSGGPICPDCGCTFPDHLALESHKCAQNLKKPYPCPDCGRRFSYPSLLVSHRRAHSGECPYVCDQCGKRFSQRKNLSQHQVIHTGEKPYHCPDCGRCFRRSRSLANHRTTHTGEKPHQCPSCGRRFAYPSLLAIHQRTHTGEKPYTCLECSRRFRQ.... Result: 0 (no interaction). (4) The protein sequence of the target gene is MKARRNKKQVPSFRKLIKTSKVKLENKLKNKQFKQQSTIKKYRKEQRKLRQAVKDAVSKKPIPLEDPKSKRPVKRMEREEDEEEEALPLDMMDEDDLQLMKDLGQKASFLTRDLSSSEPVHIKKRKHESVIEKYEKVPRTLQTAPEKELIHLLPIKDKSGIIPQAREKPVTDVQQEEEAEEELEDEEEVIEDPRKELTIEEHVIERKKKLQDKKIQIAALASAILSDPESHIKKLKELRSMLMEQDPDVAVTVRKLVIISLMELFKDITPSYKIRPLTEAEKSTKIRKETQKLREFEEGL.... The miRNA is mmu-miR-3089-5p with sequence UGAGUUCAGGGACAGCGUGUCU. Result: 1 (interaction). (5) The miRNA is ath-miR169a-5p with sequence CAGCCAAGGAUGACUUGCCGA. The protein sequence of the target gene is MYGFVNHALELLVIRNYGPEVWEDIKKEAQLDEEGQFLVRIIYDDSKTYDLVAAASKVLNLNAGEILQMFGKMFFVFCQESGYDTILRVLGSNVREFLQNLDALHDHLATIYPGMRAPSFRCTDAEKGKGLILHYYSEREGLQDIVIGIIKTVAQQIHGTEIDMKVIQQRNEECDHTQFLIEEKESKEEDFYEDLDRFEENGTQESRISPYTFCKAFPFHIIFDRDLVVTQCGNAIYRVLPQLQPGNCSLLSVFSLVRPHIDISFHGILSHINTVFVLRSKEGLLDVEKLECEDELTGTE.... Result: 0 (no interaction). (6) The miRNA is mmu-miR-210-5p with sequence AGCCACUGCCCACCGCACACUG. The protein sequence of the target gene is MDEERALYIVRAGEAGAIERVLRDYSDKHRATFKFESADEDKRKKLCEGIFKVLVKEVPTTCQVSCLEVLRILSRDKKILVPVTTKENMQILLRLAKLHESDDSLEKVSEFPVIVESLKCLCNIVFNSQMAQQLSLELNLAAKLCNLLRKCKDRKFINDIKCFDLRLLFVLSLLHTDIRSQLRYELQGLPLLTQILESAFSIKWTDEYESAIDHNGPPLSPQETDCAIEALKALFNVTVDSWKVHKESDSHQFRVMAAVLRHCLLIVGPTEDKTEELHSNAVNLLSNVPVSCLDVLICPL.... Result: 0 (no interaction). (7) The miRNA is hsa-miR-9-5p with sequence UCUUUGGUUAUCUAGCUGUAUGA. The protein sequence of the target gene is MEQWDHFHNQQEDTDSCSESVKFDARSMTALLPPNPKNSPSLQEKLKSFKAALIALYLLVFAVLIPLIGIVAAQLLKWETKNCSVSSTNANDITQSLTGKGNDSEEEMRFQEVFMEHMSNMEKRIQHILDMEANLMDTEHFQNFSMTTDQRFNDILLQLSTLFSSVQGHGNAIDEISKSLISLNTTLLDLQLNIENLNGKIQENTFKQQEEISKLEERVYNVSAEIMAMKEEQVHLEQEIKGEVKVLNNITNDLRLKDWEHSQTLRNITLIQGPPGPPGEKGDRGPTGESGPRGFPGPIG.... Result: 1 (interaction).